From a dataset of Full USPTO retrosynthesis dataset with 1.9M reactions from patents (1976-2016). Predict the reactants needed to synthesize the given product. (1) Given the product [Cl:11][C:4]1[CH:3]=[C:2]([NH:21][C:18]2([C:12]3[CH:17]=[CH:16][CH:15]=[CH:14][CH:13]=3)[CH2:20][CH2:19]2)[C:7]([C:8]([NH2:10])=[O:9])=[CH:6][N:5]=1, predict the reactants needed to synthesize it. The reactants are: Cl[C:2]1[C:7]([C:8]([NH2:10])=[O:9])=[CH:6][N:5]=[C:4]([Cl:11])[CH:3]=1.[C:12]1([C:18]2([NH2:21])[CH2:20][CH2:19]2)[CH:17]=[CH:16][CH:15]=[CH:14][CH:13]=1.CCN(C(C)C)C(C)C. (2) Given the product [ClH:53].[CH2:1]([N:3]1[C:9](=[O:10])[C:8]([CH3:12])([CH3:11])[C:7](=[O:13])[N:6]([CH3:14])[C:5]2[CH:15]=[C:16]([CH2:19][N:20]([CH2:21][CH2:22][C:23]3[CH:24]=[N:25][CH:26]=[CH:27][CH:28]=3)[C:40](=[O:41])[CH2:39][C:32]3[C:33]4[C:38](=[CH:37][CH:36]=[CH:35][CH:34]=4)[N:30]([CH3:29])[CH:31]=3)[CH:17]=[CH:18][C:4]1=2)[CH3:2], predict the reactants needed to synthesize it. The reactants are: [CH2:1]([N:3]1[C:9](=[O:10])[C:8]([CH3:12])([CH3:11])[C:7](=[O:13])[N:6]([CH3:14])[C:5]2[CH:15]=[C:16]([CH2:19][NH:20][CH2:21][CH2:22][C:23]3[CH:24]=[N:25][CH:26]=[CH:27][CH:28]=3)[CH:17]=[CH:18][C:4]1=2)[CH3:2].[CH3:29][N:30]1[C:38]2[C:33](=[CH:34][CH:35]=[CH:36][CH:37]=2)[C:32]([CH2:39][C:40](O)=[O:41])=[CH:31]1.ON1C2C=CC=CC=2N=N1.[ClH:53]. (3) The reactants are: [NH2:1][C@H:2]1[CH2:7][CH2:6][N:5]([C:8]2[S:12][C:11]([CH3:13])=[C:10]([C:14]([O:16][CH3:17])=[O:15])[CH:9]=2)[CH2:4][C@H:3]1[O:18][CH3:19].[Cl:20][C:21]1[N:22]=[C:23]([C:28](O)=[O:29])[NH:24][C:25]=1[CH2:26][CH3:27].CCN=C=NCCCN(C)C.Cl.C1C=CC2N(O)N=NC=2C=1. Given the product [Cl:20][C:21]1[N:22]=[C:23]([C:28]([NH:1][C@H:2]2[CH2:7][CH2:6][N:5]([C:8]3[S:12][C:11]([CH3:13])=[C:10]([C:14]([O:16][CH3:17])=[O:15])[CH:9]=3)[CH2:4][C@H:3]2[O:18][CH3:19])=[O:29])[NH:24][C:25]=1[CH2:26][CH3:27], predict the reactants needed to synthesize it.